This data is from Reaction yield outcomes from USPTO patents with 853,638 reactions. The task is: Predict the reaction yield, written as a fraction of the theoretical maximum amount of product (1.0 means a 100% yield; for example, 0.34 means a 34% yield). The product is [C:27]1([S:37]([O:59][C:44]2[CH:43]=[C:42]([Cl:41])[N:47]=[N:46][C:45]=2[O:48][C:49]2[C:54]([CH3:55])=[CH:53][CH:52]=[CH:51][C:50]=2[CH:56]2[CH2:58][CH2:57]2)(=[O:39])=[O:38])[CH:32]=[CH:31][CH:30]=[C:29]([S:33]([O:16][C:15]2[N:14]([CH3:17])[N:13]=[C:12]([CH3:18])[C:11]=2[C:9](=[O:10])[C:3]2[CH:4]=[CH:5][C:6]([Cl:8])=[CH:7][C:2]=2[Cl:1])(=[O:34])=[O:35])[CH:28]=1. The catalyst is C(#N)C.O. The reactants are [Cl:1][C:2]1[CH:7]=[C:6]([Cl:8])[CH:5]=[CH:4][C:3]=1[C:9]([C:11]1[C:12]([CH3:18])=[N:13][N:14]([CH3:17])[C:15]=1[OH:16])=[O:10].N12CCN(CC1)CC2.[C:27]1([S:37](Cl)(=[O:39])=[O:38])[CH:32]=[CH:31][CH:30]=[C:29]([S:33](Cl)(=[O:35])=[O:34])[CH:28]=1.[Cl:41][C:42]1[N:47]=[N:46][C:45]([O:48][C:49]2[C:54]([CH3:55])=[CH:53][CH:52]=[CH:51][C:50]=2[CH:56]2[CH2:58][CH2:57]2)=[C:44]([OH:59])[CH:43]=1. The yield is 0.490.